From a dataset of Full USPTO retrosynthesis dataset with 1.9M reactions from patents (1976-2016). Predict the reactants needed to synthesize the given product. (1) Given the product [OH:1][CH:2]1[CH2:7][CH2:6][N:5]([C:8]([O:10][C:11]([CH3:14])([CH3:13])[CH3:12])=[O:9])[CH2:4][CH2:3]1, predict the reactants needed to synthesize it. The reactants are: [OH:1][CH:2]1[CH2:7][CH2:6][NH:5][CH2:4][CH2:3]1.[C:8](O[C:8]([O:10][C:11]([CH3:14])([CH3:13])[CH3:12])=[O:9])([O:10][C:11]([CH3:14])([CH3:13])[CH3:12])=[O:9]. (2) Given the product [CH3:26][O:25][C:23]1[CH:24]=[C:19]([CH2:18][CH2:17][C:14]2[CH:15]=[CH:16][C:11]([NH:10][C:5]3[CH:6]=[CH:7][CH:8]=[CH:9][C:4]=3[C:3]([OH:31])=[O:2])=[CH:12][CH:13]=2)[CH:20]=[C:21]([O:29][CH3:30])[C:22]=1[O:27][CH3:28], predict the reactants needed to synthesize it. The reactants are: C[O:2][C:3](=[O:31])[C:4]1[CH:9]=[CH:8][CH:7]=[CH:6][C:5]=1[NH:10][C:11]1[CH:16]=[CH:15][C:14]([CH2:17][CH2:18][C:19]2[CH:24]=[C:23]([O:25][CH3:26])[C:22]([O:27][CH3:28])=[C:21]([O:29][CH3:30])[CH:20]=2)=[CH:13][CH:12]=1. (3) Given the product [F:26][C:27]([F:35])([F:36])[C:28]1[CH:29]=[C:30]([NH:34][C:21]([C:19]2[N:20]=[C:16]([CH2:15][O:14][C:13]3[CH:12]=[CH:11][C:10]([CH2:9][CH2:8][CH2:7][CH2:6][N:1]4[CH:5]=[CH:4][N:3]=[N:2]4)=[CH:25][CH:24]=3)[O:17][CH:18]=2)=[O:23])[CH:31]=[CH:32][CH:33]=1, predict the reactants needed to synthesize it. The reactants are: [N:1]1([CH2:6][CH2:7][CH2:8][CH2:9][C:10]2[CH:25]=[CH:24][C:13]([O:14][CH2:15][C:16]3[O:17][CH:18]=[C:19]([C:21]([OH:23])=O)[N:20]=3)=[CH:12][CH:11]=2)[CH:5]=[CH:4][N:3]=[N:2]1.[F:26][C:27]([F:36])([F:35])[C:28]1[CH:29]=[C:30]([NH2:34])[CH:31]=[CH:32][CH:33]=1.